From a dataset of Reaction yield outcomes from USPTO patents with 853,638 reactions. Predict the reaction yield, written as a fraction of the theoretical maximum amount of product (1.0 means a 100% yield; for example, 0.34 means a 34% yield). (1) The reactants are [OH:1][CH:2]([CH3:11])/[CH:3]=[C:4](\[CH3:10])/[C:5]([O:7][CH2:8][CH3:9])=[O:6].[CH2:12]([O:14][P:15](Cl)([O:17][CH2:18][CH3:19])=[O:16])[CH3:13]. The catalyst is N1C=CC=CC=1. The product is [CH2:12]([O:14][P:15]([O:17][CH2:18][CH3:19])([O:1][CH:2]([CH3:11])/[CH:3]=[C:4](\[CH3:10])/[C:5]([O:7][CH2:8][CH3:9])=[O:6])=[O:16])[CH3:13]. The yield is 0.880. (2) The reactants are Cl[C:2]1[CH:7]=[CH:6][N:5]2[N:8]=[CH:9][C:10]([C:11]([NH:13][CH:14]([CH3:16])[CH3:15])=[O:12])=[C:4]2[N:3]=1.[C:17]1([S:23]([NH2:26])(=[O:25])=[O:24])[CH:22]=[CH:21][CH:20]=[CH:19][CH:18]=1.C(=O)([O-])[O-].[Cs+].[Cs+]. The catalyst is COCCOC. The product is [CH:14]([NH:13][C:11]([C:10]1[CH:9]=[N:8][N:5]2[CH:6]=[CH:7][C:2]([NH:26][S:23]([C:17]3[CH:22]=[CH:21][CH:20]=[CH:19][CH:18]=3)(=[O:25])=[O:24])=[N:3][C:4]=12)=[O:12])([CH3:16])[CH3:15]. The yield is 0.400. (3) The reactants are [F:1][C:2]1[CH:7]=[CH:6][C:5]([C:8]2[S:9][CH:10]=[CH:11][N:12]=2)=[CH:4][CH:3]=1.[Li+].CC([N-]C(C)C)C.[CH:21]1[C:30]2[CH2:29][CH2:28][CH2:27][C:26](=[O:31])[C:25]=2[CH:24]=[CH:23][N:22]=1. The catalyst is C1COCC1. The product is [F:1][C:2]1[CH:3]=[CH:4][C:5]([C:8]2[S:9][C:10]([C:26]3([OH:31])[CH2:27][CH2:28][CH2:29][C:30]4[CH:21]=[N:22][CH:23]=[CH:24][C:25]3=4)=[CH:11][N:12]=2)=[CH:6][CH:7]=1. The yield is 0.450. (4) The catalyst is CN(C=O)C.O. The product is [F:63][C:64]1[CH:72]=[CH:71][C:67]([C:68]([N:38]2[CH2:39][CH2:40][N:35]([C:18](=[O:17])[CH2:19][NH:20][C:21]([C:23]3[CH:24]=[CH:25][C:26]([C:29]4[CH:34]=[CH:33][CH:32]=[CH:31][CH:30]=4)=[CH:27][CH:28]=3)=[O:22])[CH2:36][CH2:37]2)=[O:69])=[CH:66][CH:65]=1. The yield is 0.467. The reactants are CCN(C(C)C)C(C)C.OC(C(F)(F)F)=O.[O:17]=[C:18]([N:35]1[CH2:40][CH2:39][NH:38][CH2:37][CH2:36]1)[CH2:19][NH:20][C:21]([C:23]1[CH:28]=[CH:27][C:26]([C:29]2[CH:34]=[CH:33][CH:32]=[CH:31][CH:30]=2)=[CH:25][CH:24]=1)=[O:22].C1C=CC2N(O)N=NC=2C=1.CCN=C=NCCCN(C)C.Cl.[F:63][C:64]1[CH:72]=[CH:71][C:67]([C:68](O)=[O:69])=[CH:66][CH:65]=1. (5) The reactants are [F:1][C:2]1[CH:10]=[CH:9][CH:8]=[C:7]2[C:3]=1[CH:4]=[CH:5][N:6]2[CH:11]([CH3:16])[C:12]([O:14]C)=[O:13].[OH-].[Na+].[CH3:19]O. No catalyst specified. The product is [F:1][C:2]1[CH:10]=[CH:9][CH:8]=[C:7]2[C:3]=1[CH:4]=[CH:5][N:6]2[C:11]([CH3:16])([CH3:19])[C:12]([OH:14])=[O:13]. The yield is 0.840. (6) The reactants are [Br:1][C:2]1[CH:3]=[C:4]2[C:9](=[C:10]([CH3:12])[CH:11]=1)[NH:8][C:7](=O)[CH:6]=[C:5]2[CH3:14].[NH4+].[OH-].O=P(Cl)(Cl)[Cl:19]. No catalyst specified. The product is [Br:1][C:2]1[CH:3]=[C:4]2[C:9](=[C:10]([CH3:12])[CH:11]=1)[N:8]=[C:7]([Cl:19])[CH:6]=[C:5]2[CH3:14]. The yield is 0.930. (7) The reactants are Br[C:2]1[N:7]=[C:6]([NH:8][C:9]2[CH:13]=[C:12]([CH:14]3[CH2:16][CH2:15]3)[NH:11][N:10]=2)[C:5]([Cl:17])=[CH:4][N:3]=1.[C-:18]#[N:19].[K+]. The catalyst is CS(C)=O.O. The product is [Cl:17][C:5]1[C:6]([NH:8][C:9]2[CH:13]=[C:12]([CH:14]3[CH2:16][CH2:15]3)[NH:11][N:10]=2)=[N:7][C:2]([C:18]#[N:19])=[N:3][CH:4]=1. The yield is 0.770.